From a dataset of Peptide-MHC class I binding affinity with 185,985 pairs from IEDB/IMGT. Regression. Given a peptide amino acid sequence and an MHC pseudo amino acid sequence, predict their binding affinity value. This is MHC class I binding data. The peptide sequence is EEEVRRRL. The MHC is Mamu-B01 with pseudo-sequence Mamu-B01. The binding affinity (normalized) is 0.